From a dataset of Forward reaction prediction with 1.9M reactions from USPTO patents (1976-2016). Predict the product of the given reaction. (1) Given the reactants Br[C:2]1[CH:3]=[C:4]([C:8]([CH3:12])([CH3:11])[C:9]#[N:10])[CH:5]=[N:6][CH:7]=1.[B:13]1([B:13]2[O:17][C:16]([CH3:19])([CH3:18])[C:15]([CH3:21])([CH3:20])[O:14]2)[O:17][C:16]([CH3:19])([CH3:18])[C:15]([CH3:21])([CH3:20])[O:14]1.C([O-])(=O)C.[K+], predict the reaction product. The product is: [CH3:11][C:8]([C:4]1[CH:5]=[N:6][CH:7]=[C:2]([B:13]2[O:17][C:16]([CH3:19])([CH3:18])[C:15]([CH3:21])([CH3:20])[O:14]2)[CH:3]=1)([CH3:12])[C:9]#[N:10]. (2) Given the reactants C(O[C:6]([N:8](C)[C@H:9]([C:13]([OH:15])=O)[CH2:10][O:11][CH3:12])=O)(C)(C)C.C([N:19](CC)CC)C.ClC(OCC)=O.[OH-].[NH4+].[Cl-].[NH4+], predict the reaction product. The product is: [CH3:6][NH:8][C@H:9]([C:13]([NH2:19])=[O:15])[CH2:10][O:11][CH3:12]. (3) Given the reactants [Br:1][C:2]1(Br)[C:6]2[CH:7]=[N:8][CH:9]=[C:10](Br)[C:5]=2[NH:4][C:3]1=[O:12], predict the reaction product. The product is: [BrH:1].[NH:4]1[C:5]2[CH:10]=[CH:9][N:8]=[CH:7][C:6]=2[CH2:2][C:3]1=[O:12]. (4) Given the reactants CCCC[N+](CCCC)(CCCC)CCCC.[F-].[Si]([O:26][CH2:27][CH2:28][N:29]1[CH:33]=[C:32]([C:34]2[N:39]=[C:38]([NH:40][C:41]3[CH:46]=[C:45]([C:47]([F:50])([F:49])[F:48])[CH:44]=[CH:43][N:42]=3)[CH:37]=[C:36]([CH3:51])[CH:35]=2)[CH:31]=[N:30]1)(C(C)(C)C)(C)C, predict the reaction product. The product is: [CH3:51][C:36]1[CH:37]=[C:38]([NH:40][C:41]2[CH:46]=[C:45]([C:47]([F:50])([F:48])[F:49])[CH:44]=[CH:43][N:42]=2)[N:39]=[C:34]([C:32]2[CH:31]=[N:30][N:29]([CH2:28][CH2:27][OH:26])[CH:33]=2)[CH:35]=1. (5) Given the reactants [N:1]1[N:12]2[C:4]([N:5]=[C:6]3[C:10](=[C:11]2[C:13]2[CH:14]=[CH:15][C:16]4[O:20][C:19]([CH2:21][CH2:22]OS(C)(=O)=O)=[CH:18][C:17]=4[CH:28]=2)[CH2:9][CH2:8][CH2:7]3)=[CH:3][CH:2]=1.[CH3:29][N:30]([CH3:36])[C@@H:31]1[CH2:35][CH2:34][NH:33][CH2:32]1.C(=O)([O-])[O-].[K+].[K+], predict the reaction product. The product is: [CH3:29][N:30]([CH3:36])[C@@H:31]1[CH2:35][CH2:34][N:33]([CH2:22][CH2:21][C:19]2[O:20][C:16]3[CH:15]=[CH:14][C:13]([C:11]4[N:12]5[C:4](=[CH:3][CH:2]=[N:1]5)[N:5]=[C:6]5[C:10]=4[CH2:9][CH2:8][CH2:7]5)=[CH:28][C:17]=3[CH:18]=2)[CH2:32]1. (6) The product is: [CH3:13][O:12][C:9]1[CH:10]=[C:11]2[C:6](=[CH:7][C:8]=1[O:14][CH2:15][CH:16]1[CH2:21][CH2:20][N:19]([CH3:22])[CH2:18][CH2:17]1)[N:5]=[CH:4][N:3]=[C:2]2[O:23][C:24]1[CH:33]=[CH:32][C:31]2[C:26](=[CH:27][CH:28]=[CH:29][CH:30]=2)[CH:25]=1. Given the reactants Cl[C:2]1[C:11]2[C:6](=[CH:7][C:8]([O:14][CH2:15][CH:16]3[CH2:21][CH2:20][N:19]([CH3:22])[CH2:18][CH2:17]3)=[C:9]([O:12][CH3:13])[CH:10]=2)[N:5]=[CH:4][N:3]=1.[OH:23][C:24]1[CH:33]=[CH:32][C:31]2[C:26](=[CH:27][CH:28]=[CH:29][CH:30]=2)[CH:25]=1.C(=O)([O-])[O-].[K+].[K+].C(Cl)Cl, predict the reaction product.